This data is from Forward reaction prediction with 1.9M reactions from USPTO patents (1976-2016). The task is: Predict the product of the given reaction. (1) Given the reactants [N+:1]([C:4]1[CH:25]=[CH:24][C:7]([CH2:8][N:9]2[C:17]3[C:12](=[CH:13][CH:14]=[CH:15][CH:16]=3)[C:11]([CH2:18][C:19]([O:21][CH2:22][CH3:23])=[O:20])=[N:10]2)=[CH:6][CH:5]=1)([O-])=O.C(OCC)(=O)C, predict the reaction product. The product is: [NH2:1][C:4]1[CH:5]=[CH:6][C:7]([CH2:8][N:9]2[C:17]3[C:12](=[CH:13][CH:14]=[CH:15][CH:16]=3)[C:11]([CH2:18][C:19]([O:21][CH2:22][CH3:23])=[O:20])=[N:10]2)=[CH:24][CH:25]=1. (2) Given the reactants [CH3:1][N:2]1[C:7](=[O:8])[C:6]([NH:9][C:10]2[CH:15]=[CH:14][CH:13]=[CH:12][N:11]=2)=[CH:5][C:4]([C:16]2[CH:21]=[CH:20][N:19]=[C:18]([N:22]3[C:34](=[O:35])[C:33]4[S:32][C:31]5[CH2:30][CH2:29][CH2:28][CH2:27][C:26]=5[C:25]=4[CH:24]=[N:23]3)[C:17]=2[CH:36]=[O:37])=[CH:3]1.[BH4-].[Na+], predict the reaction product. The product is: [OH:37][CH2:36][C:17]1[C:18]([N:22]2[C:34](=[O:35])[C:33]3[S:32][C:31]4[CH2:30][CH2:29][CH2:28][CH2:27][C:26]=4[C:25]=3[CH:24]=[N:23]2)=[N:19][CH:20]=[CH:21][C:16]=1[C:4]1[CH:5]=[C:6]([NH:9][C:10]2[CH:15]=[CH:14][CH:13]=[CH:12][N:11]=2)[C:7](=[O:8])[N:2]([CH3:1])[CH:3]=1.